This data is from Forward reaction prediction with 1.9M reactions from USPTO patents (1976-2016). The task is: Predict the product of the given reaction. (1) Given the reactants [C:1](O)(=O)[CH2:2][C:3]([OH:5])=[O:4].C#C.[N:10]([CH2:13][C:14]1C=CC(C(C)C(O)=O)=CC=1)=[N+:11]=[N-:12].C(N(CC)CC)C.O=C1O[C@H]([C@H](CO)O)C(O)=C1O, predict the reaction product. The product is: [NH:10]1[CH:13]=[C:14]([CH2:1][CH2:2][C:3]([OH:5])=[O:4])[N:12]=[N:11]1. (2) Given the reactants [CH3:1][NH:2][C:3]1[N:8]=[C:7]([O:9][C:10]2[CH:11]=[C:12]([NH2:17])[C:13]([NH2:16])=[CH:14][CH:15]=2)[CH:6]=[CH:5][N:4]=1.[Cl:18][C:19]1[CH:32]=[CH:31][C:30]([N:33]=[C:34]=S)=[CH:29][C:20]=1[CH2:21][N:22]1[CH2:27][CH2:26][N:25]([CH3:28])[CH2:24][CH2:23]1.C(Cl)CCl, predict the reaction product. The product is: [Cl:18][C:19]1[CH:32]=[CH:31][C:30]([NH:33][C:34]2[NH:16][C:13]3[CH:14]=[CH:15][C:10]([O:9][C:7]4[CH:6]=[CH:5][N:4]=[C:3]([NH:2][CH3:1])[N:8]=4)=[CH:11][C:12]=3[N:17]=2)=[CH:29][C:20]=1[CH2:21][N:22]1[CH2:27][CH2:26][N:25]([CH3:28])[CH2:24][CH2:23]1. (3) Given the reactants [CH2:1]([N:8]1[CH2:12][CH2:11][CH2:10][C:9]1=[N:13][C:14]1[CH:21]=[CH:20][CH:19]=[CH:18][C:15]=1[C:16]#[N:17])[C:2]1[CH:7]=[CH:6][CH:5]=[CH:4][CH:3]=1.O1CCCC1, predict the reaction product. The product is: [CH2:1]([N:8]1[C:9]2=[N:13][C:14]3[C:15]([C:16]([NH2:17])=[C:10]2[CH2:11][CH2:12]1)=[CH:18][CH:19]=[CH:20][CH:21]=3)[C:2]1[CH:3]=[CH:4][CH:5]=[CH:6][CH:7]=1.